This data is from Catalyst prediction with 721,799 reactions and 888 catalyst types from USPTO. The task is: Predict which catalyst facilitates the given reaction. (1) Reactant: FC(F)(F)C(O)=O.C(OC([N:15]1[CH2:20][CH2:19][CH:18]([CH2:21][N:22]2[CH2:27][CH2:26][N:25]([S:28]([C:31]3[S:35][C:34]4[CH:36]=[C:37]([Cl:40])[CH:38]=[CH:39][C:33]=4[CH:32]=3)(=[O:30])=[O:29])[CH2:24][C:23]2=[O:41])[CH2:17][CH2:16]1)=O)(C)(C)C. Product: [Cl:40][C:37]1[CH:38]=[CH:39][C:33]2[CH:32]=[C:31]([S:28]([N:25]3[CH2:26][CH2:27][N:22]([CH2:21][CH:18]4[CH2:17][CH2:16][NH:15][CH2:20][CH2:19]4)[C:23](=[O:41])[CH2:24]3)(=[O:30])=[O:29])[S:35][C:34]=2[CH:36]=1. The catalyst class is: 2. (2) Product: [CH3:1][C:2]1[C:3]([CH2:9][N:10]([CH2:11][C:12]2[CH:19]=[CH:18][C:15]([C:16]([NH2:17])=[O:41])=[CH:14][C:13]=2[CH2:20][OH:21])[CH2:38][C:33]2[C:32]([C:29]([C:26]3[CH:25]=[CH:24][C:23]([F:22])=[CH:28][CH:27]=3)([CH3:31])[CH3:30])=[CH:37][CH:36]=[CH:35][N:34]=2)=[N:4][CH:5]=[C:6]([CH3:8])[CH:7]=1. The catalyst class is: 2. Reactant: [CH3:1][C:2]1[C:3]([CH2:9][NH:10][CH2:11][C:12]2[CH:19]=[CH:18][C:15]([C:16]#[N:17])=[CH:14][C:13]=2[CH2:20][OH:21])=[N:4][CH:5]=[C:6]([CH3:8])[CH:7]=1.[F:22][C:23]1[CH:28]=[CH:27][C:26]([C:29]([C:32]2[C:33]([CH:38]=O)=[N:34][CH:35]=[CH:36][CH:37]=2)([CH3:31])[CH3:30])=[CH:25][CH:24]=1.[BH-](OC(C)=O)(OC(C)=O)[O:41]C(C)=O.[Na+]. (3) Reactant: [CH3:1][O:2][C:3](=[O:36])[C:4]([O:7][C:8]1[CH:13]=[CH:12][C:11]([CH2:14][CH2:15][CH2:16][CH:17]2[CH2:21][N:20]([CH2:22][C:23]3[CH:28]=[CH:27][C:26]([C:29]([CH3:32])([CH3:31])[CH3:30])=[CH:25][CH:24]=3)[C:19](=[O:33])[N:18]2[CH3:34])=[CH:10][C:9]=1I)([CH3:6])[CH3:5].[CH2:37]([Sn](CCCC)(CCCC)C=C)[CH2:38]CC. Product: [CH3:1][O:2][C:3](=[O:36])[C:4]([O:7][C:8]1[CH:13]=[CH:12][C:11]([CH2:14][CH2:15][CH2:16][CH:17]2[CH2:21][N:20]([CH2:22][C:23]3[CH:28]=[CH:27][C:26]([C:29]([CH3:32])([CH3:31])[CH3:30])=[CH:25][CH:24]=3)[C:19](=[O:33])[N:18]2[CH3:34])=[CH:10][C:9]=1[CH:37]=[CH2:38])([CH3:6])[CH3:5]. The catalyst class is: 741. (4) Reactant: [N:1]([O-])=O.[Na+].[CH2:5]([C:9]1[CH:15]=[CH:14][C:12]([NH2:13])=[CH:11][CH:10]=1)[CH2:6][CH2:7][CH3:8].[Sn](Cl)(Cl)(Cl)Cl. Product: [CH2:5]([C:9]1[CH:10]=[CH:11][C:12]([NH:13][NH2:1])=[CH:14][CH:15]=1)[CH2:6][CH2:7][CH3:8]. The catalyst class is: 223. (5) Reactant: [Cl:1][C:2]1[CH:7]=[C:6](Cl)[N:5]=[C:4]([S:9][CH3:10])[N:3]=1.[CH3:11][Mg+].[Br-]. Product: [Cl:1][C:2]1[CH:7]=[C:6]([CH3:11])[N:5]=[C:4]([S:9][CH3:10])[N:3]=1. The catalyst class is: 1. (6) Reactant: [CH2:1]([O:3][CH2:4][CH2:5][N:6]1[C:10]2[CH:11]=[CH:12][CH:13]=[CH:14][C:9]=2[N:8]=[C:7]1[N:15]1[CH2:21][CH2:20][CH2:19][NH:18][CH2:17][CH2:16]1)[CH3:2].[IH:22]. Product: [IH:22].[CH2:1]([O:3][CH2:4][CH2:5][N:6]1[C:10]2[CH:11]=[CH:12][CH:13]=[CH:14][C:9]=2[N:8]=[C:7]1[N:15]1[CH2:21][CH2:20][CH2:19][NH:18][CH2:17][CH2:16]1)[CH3:2]. The catalyst class is: 8. (7) Reactant: [Br:1][C:2]1[CH:24]=[N:23][C:5]2[N:6]([CH3:22])[C:7](=[O:21])[N:8]([CH2:11][CH2:12][CH2:13][O:14][CH:15]3[CH2:20][CH2:19][CH2:18][CH2:17][O:16]3)[C:9](=[O:10])[C:4]=2[CH:3]=1.[Li+].CC([N-]C(C)C)C.[Cl:33][C:34]1[CH:41]=[CH:40][C:37]([CH:38]=[O:39])=[CH:36][CH:35]=1. Product: [Br:1][C:2]1[CH:24]=[N:23][C:5]2[N:6]([CH3:22])[C:7](=[O:21])[N:8]([CH2:11][CH2:12][CH2:13][O:14][CH:15]3[CH2:20][CH2:19][CH2:18][CH2:17][O:16]3)[C:9](=[O:10])[C:4]=2[C:3]=1[CH:38]([C:37]1[CH:40]=[CH:41][C:34]([Cl:33])=[CH:35][CH:36]=1)[OH:39]. The catalyst class is: 1.